From a dataset of Full USPTO retrosynthesis dataset with 1.9M reactions from patents (1976-2016). Predict the reactants needed to synthesize the given product. (1) Given the product [Br:1][C:2]1[C:3]([CH3:19])=[C:4]([C:7]([O:9][CH3:10])=[O:8])[S:5][CH:6]=1, predict the reactants needed to synthesize it. The reactants are: [Br:1][C:2]1[C:3](OS(C(F)(F)F)(=O)=O)=[C:4]([C:7]([O:9][CH3:10])=[O:8])[S:5][CH:6]=1.[C:19]([O-])([O-])=O.[K+].[K+].CB(O)O. (2) Given the product [F:1][C:2]1[CH:3]=[C:4]2[C:8](=[CH:9][C:10]=1[NH:11][C:20]([C:22]([O:25][C:26](=[O:28])[CH3:27])([CH3:24])[CH3:23])=[O:21])[NH:7][C:6](=[O:12])[CH2:5]2, predict the reactants needed to synthesize it. The reactants are: [F:1][C:2]1[CH:3]=[C:4]2[C:8](=[CH:9][C:10]=1[NH2:11])[NH:7][C:6](=[O:12])[CH2:5]2.N1CCCCC1.Cl[C:20]([C:22]([O:25][C:26](=[O:28])[CH3:27])([CH3:24])[CH3:23])=[O:21]. (3) Given the product [O:1]=[S:2]1(=[O:27])[CH2:8][CH2:7][CH2:6][CH:5]([C:9]2[C:17]3[C:12](=[C:13]([C:24]([NH2:34])=[O:26])[CH:14]=[C:15]([C:18]4[CH:23]=[CH:22][CH:21]=[CH:20][CH:19]=4)[CH:16]=3)[NH:11][CH:10]=2)[CH2:4][CH2:3]1, predict the reactants needed to synthesize it. The reactants are: [O:1]=[S:2]1(=[O:27])[CH2:8][CH2:7][CH2:6][CH:5]([C:9]2[C:17]3[C:12](=[C:13]([C:24]([OH:26])=O)[CH:14]=[C:15]([C:18]4[CH:23]=[CH:22][CH:21]=[CH:20][CH:19]=4)[CH:16]=3)[NH:11][CH:10]=2)[CH2:4][CH2:3]1.C1C=CC2N(O)N=[N:34]C=2C=1.C(Cl)CCl.N. (4) Given the product [CH2:5]([OH:4])[CH3:6].[CH:37]([O:28][CH:26]([CH3:27])[CH3:3])([CH3:38])[CH3:36].[CH3:20][O:21][C:22]1[CH:27]=[C:26]([O:28][CH3:29])[N:25]=[C:24]([CH:12]([C:8]2[CH:9]=[CH:10][CH:11]=[C:6]([CH2:5][O:4][CH3:3])[C:7]=2[N+:15]([O-:17])=[O:16])[C:13]#[N:14])[N:23]=1, predict the reactants needed to synthesize it. The reactants are: [H-].[Na+].[CH3:3][O:4][CH2:5][C:6]1[C:7]([N+:15]([O-:17])=[O:16])=[C:8]([CH2:12][C:13]#[N:14])[CH:9]=[CH:10][CH:11]=1.[H][H].[CH3:20][O:21][C:22]1[CH:27]=[C:26]([O:28][CH3:29])[N:25]=[CH:24][N:23]=1.CS(C1N=[CH:38][CH:37]=[CH:36]N=1)(=O)=O.Cl. (5) Given the product [Br:16][C:8]1[CH:7]=[CH:6][C:4]([NH2:5])=[CH:3][C:2]=1[F:1], predict the reactants needed to synthesize it. The reactants are: [F:1][C:2]1[CH:3]=[C:4]([CH:6]=[CH:7][CH:8]=1)[NH2:5].C1C(=O)N([Br:16])C(=O)C1.ClCCl. (6) Given the product [CH2:25]1[C:30]2=[CH:31][C:32]3[CH:33]=[CH:34][CH:35]=[CH:36][C:37]=3[N:29]2[CH2:28][CH2:27][N:26]1[C:5](=[O:7])[C:4]([CH3:3])([N:9]1[CH2:14][CH2:13][N:12]([CH3:15])[CH2:11][CH2:10]1)[CH3:8], predict the reactants needed to synthesize it. The reactants are: Br.Br.[CH3:3][C:4]([N:9]1[CH2:14][CH2:13][N:12]([CH3:15])[CH2:11][CH2:10]1)([CH3:8])[C:5]([OH:7])=O.C(N(C(C)C)CC)(C)C.[CH2:25]1[C:30]2=[CH:31][C:32]3[CH:33]=[CH:34][CH:35]=[CH:36][C:37]=3[N:29]2[CH2:28][CH2:27][NH:26]1.C[NH3+].F[P-](F)(F)(F)(F)F.N1(OC(N(C)C)=[N+](C)C)C2N=CC=CC=2N=N1.F[P-](F)(F)(F)(F)F. (7) Given the product [CH:1]1([NH:4][C:5](=[O:6])[NH:7][C:8]2[CH:13]=[CH:12][C:11]([O:14][C:15]3[CH:20]=[CH:19][N:18]=[C:17]4[CH:21]=[C:22]([C:24]5[N:25]=[CH:26][C:27]([CH2:30][N:31]([C@@H:32]([CH3:36])[CH2:33][O:34][CH3:35])[C:38](=[O:40])[CH3:39])=[CH:28][CH:29]=5)[S:23][C:16]=34)=[C:10]([F:37])[CH:9]=2)[CH2:3][CH2:2]1, predict the reactants needed to synthesize it. The reactants are: [CH:1]1([NH:4][C:5]([NH:7][C:8]2[CH:13]=[CH:12][C:11]([O:14][C:15]3[CH:20]=[CH:19][N:18]=[C:17]4[CH:21]=[C:22]([C:24]5[CH:29]=[CH:28][C:27]([CH2:30][NH:31][C@@H:32]([CH3:36])[CH2:33][O:34][CH3:35])=[CH:26][N:25]=5)[S:23][C:16]=34)=[C:10]([F:37])[CH:9]=2)=[O:6])[CH2:3][CH2:2]1.[C:38](OC(=O)C)(=[O:40])[CH3:39].